From a dataset of Full USPTO retrosynthesis dataset with 1.9M reactions from patents (1976-2016). Predict the reactants needed to synthesize the given product. (1) Given the product [Cl:22][C:17]1[CH:16]=[C:15]([C:11]2[CH:12]=[C:13]3[C:8](=[CH:9][CH:10]=2)[N:7]([C:30]2[CH:31]=[CH:32][C:27]([O:26][CH:23]([CH3:25])[CH3:24])=[CH:28][CH:29]=2)[C:6]([C:4]([OH:3])=[O:5])=[CH:14]3)[CH:20]=[C:19]([Cl:21])[CH:18]=1, predict the reactants needed to synthesize it. The reactants are: C([O:3][C:4]([C:6]1[NH:7][C:8]2[C:13]([CH:14]=1)=[CH:12][C:11]([C:15]1[CH:20]=[C:19]([Cl:21])[CH:18]=[C:17]([Cl:22])[CH:16]=1)=[CH:10][CH:9]=2)=[O:5])C.[CH:23]([O:26][C:27]1[CH:32]=[CH:31][C:30](B(O)O)=[CH:29][CH:28]=1)([CH3:25])[CH3:24]. (2) The reactants are: [C:1]([O:5][C:6]([N:8]([CH:13]1[CH2:15][CH2:14]1)[CH2:9][C:10]([OH:12])=O)=[O:7])([CH3:4])([CH3:3])[CH3:2].[F:16][C:17]([F:33])([F:32])[C:18]1[CH:23]=[CH:22][C:21]([C:24]2[CH:29]=[CH:28][CH:27]=[C:26]([CH2:30][NH2:31])[CH:25]=2)=[CH:20][CH:19]=1.O.ON1C2C=CC=CC=2N=N1.C(N(CC)C(C)C)(C)C.C1CN(C(ON2N=NC3C2=CC=CC=3)=[N+]2CCCC2)CC1.F[P-](F)(F)(F)(F)F. Given the product [CH:13]1([N:8]([CH2:9][C:10](=[O:12])[NH:31][CH2:30][C:26]2[CH:25]=[C:24]([C:21]3[CH:22]=[CH:23][C:18]([C:17]([F:16])([F:32])[F:33])=[CH:19][CH:20]=3)[CH:29]=[CH:28][CH:27]=2)[C:6](=[O:7])[O:5][C:1]([CH3:2])([CH3:3])[CH3:4])[CH2:15][CH2:14]1, predict the reactants needed to synthesize it.